This data is from CYP2D6 inhibition data for predicting drug metabolism from PubChem BioAssay. The task is: Regression/Classification. Given a drug SMILES string, predict its absorption, distribution, metabolism, or excretion properties. Task type varies by dataset: regression for continuous measurements (e.g., permeability, clearance, half-life) or binary classification for categorical outcomes (e.g., BBB penetration, CYP inhibition). Dataset: cyp2d6_veith. (1) The drug is Cc1cc(C)c(O)c(Cc2cccc(Cc3cc(C)cc(C)c3O)c2O)c1. The result is 0 (non-inhibitor). (2) The molecule is Cn1c(=O)c2[nH]c(/N=N\N3CCN(CCO)CC3)nc2n(C)c1=O. The result is 0 (non-inhibitor). (3) The drug is COc1ccc(N2C(=O)CCC(C(=O)Nc3ccccn3)C2c2ccc(OC)c(OC)c2)cc1. The result is 0 (non-inhibitor). (4) The drug is OC(Cc1nc2ccccc2[nH]1)c1ccccc1Cl. The result is 1 (inhibitor). (5) The drug is CC(=O)OC[C@H]1O[C@@H](CCO/N=C2\[C@@H]3CCn4c(=O)n(-c5ccccc5)c(=O)n4[C@H]3[C@H](O)[C@H]3O[C@H]23)C=C[C@@H]1OC(C)=O. The result is 0 (non-inhibitor). (6) The molecule is COc1ccc(NC(C)=O)cc1NC(=O)CN1CCN(CC(=O)Nc2ccccc2Cl)CC1. The result is 0 (non-inhibitor). (7) The drug is O=C(CSCc1ccccc1Cl)NN1C(=O)c2ccccc2C1=O. The result is 0 (non-inhibitor).